This data is from Full USPTO retrosynthesis dataset with 1.9M reactions from patents (1976-2016). The task is: Predict the reactants needed to synthesize the given product. (1) Given the product [C:30]([O:29][C:27](=[O:28])[N:18]([CH2:17][C:5]1[CH:6]=[CH:7][C:8]([C:11]2[CH:16]=[CH:15][CH:14]=[CH:13][CH:12]=2)=[CH:9][CH:10]=1)[C@H:19]1[CH2:23][CH2:22][C@@H:21]([C:24](=[O:25])[N:36]([O:37][CH3:38])[CH3:35])[CH2:20]1)([CH3:32])([CH3:33])[CH3:31], predict the reactants needed to synthesize it. The reactants are: C(Cl)CCl.[C:5]1([CH2:17][N:18]([C:27]([O:29][C:30]([CH3:33])([CH3:32])[CH3:31])=[O:28])[C@H:19]2[CH2:23][CH2:22][C@@H:21]([C:24](O)=[O:25])[CH2:20]2)[CH:10]=[CH:9][C:8]([C:11]2[CH:16]=[CH:15][CH:14]=[CH:13][CH:12]=2)=[CH:7][CH:6]=1.Cl.[CH3:35][NH:36][O:37][CH3:38].C(N(CC)CC)C. (2) Given the product [Br:1][C:21]1[CH:20]=[C:19]2[C:24]([C:25]([CH3:26])=[C:16]([C:13]3[CH:14]=[CH:15][C:10]([F:9])=[CH:11][CH:12]=3)[CH:17]([C:28]3[CH:29]=[CH:30][C:31]([I:34])=[CH:32][CH:33]=3)[O:18]2)=[CH:23][C:22]=1[OH:27], predict the reactants needed to synthesize it. The reactants are: [Br:1]N1C(=O)CCC1=O.[F:9][C:10]1[CH:15]=[CH:14][C:13]([C:16]2[CH:17]([C:28]3[CH:33]=[CH:32][C:31]([I:34])=[CH:30][CH:29]=3)[O:18][C:19]3[C:24]([C:25]=2[CH3:26])=[CH:23][C:22]([OH:27])=[CH:21][CH:20]=3)=[CH:12][CH:11]=1. (3) Given the product [C:2]1([C:24]2[CH:29]=[CH:28][CH:27]=[CH:26][CH:25]=2)[CH:7]=[CH:6][C:5]([S:8]([N:11]2[CH2:16][CH2:15][CH:14]([N:17]3[CH2:22][CH2:21][CH:20]([CH3:23])[CH2:19][CH2:18]3)[CH2:13][CH2:12]2)(=[O:10])=[O:9])=[CH:4][CH:3]=1, predict the reactants needed to synthesize it. The reactants are: Br[C:2]1[CH:7]=[CH:6][C:5]([S:8]([N:11]2[CH2:16][CH2:15][CH:14]([N:17]3[CH2:22][CH2:21][CH:20]([CH3:23])[CH2:19][CH2:18]3)[CH2:13][CH2:12]2)(=[O:10])=[O:9])=[CH:4][CH:3]=1.[C:24]1(B(O)O)[CH:29]=[CH:28][CH:27]=[CH:26][CH:25]=1.C([O-])([O-])=O.[Na+].[Na+]. (4) The reactants are: [CH3:1][O:2][C:3]1[CH:4]=[CH:5][C:6]2[C:10]([O:11][C:12]3[CH:17]=[CH:16][C:15]([O:18][CH2:19][CH2:20][N:21]4[CH2:26][CH2:25][CH2:24][CH2:23][CH2:22]4)=[CH:14][CH:13]=3)=[C:9]([C:27]3[CH:28]=[C:29]4[C:33](=[CH:34][CH:35]=3)[C:32](=[O:36])[NH:31][CH2:30]4)[S:8][C:7]=2[CH:37]=1.[ClH:38].C(OCC)C. Given the product [ClH:38].[CH3:1][O:2][C:3]1[CH:4]=[CH:5][C:6]2[C:10]([O:11][C:12]3[CH:13]=[CH:14][C:15]([O:18][CH2:19][CH2:20][N:21]4[CH2:22][CH2:23][CH2:24][CH2:25][CH2:26]4)=[CH:16][CH:17]=3)=[C:9]([C:27]3[CH:28]=[C:29]4[C:33](=[CH:34][CH:35]=3)[C:32](=[O:36])[NH:31][CH2:30]4)[S:8][C:7]=2[CH:37]=1, predict the reactants needed to synthesize it. (5) The reactants are: [OH:1][C:2]1[C:7]([N+:8]([O-:10])=[O:9])=[CH:6][C:5]([CH3:11])=[CH:4][N:3]=1.[C:12]([O-])([O-])=O.[K+].[K+].CI.CCOCC. Given the product [CH3:12][N:3]1[CH:4]=[C:5]([CH3:11])[CH:6]=[C:7]([N+:8]([O-:10])=[O:9])[C:2]1=[O:1], predict the reactants needed to synthesize it.